Task: Predict which catalyst facilitates the given reaction.. Dataset: Catalyst prediction with 721,799 reactions and 888 catalyst types from USPTO (1) Reactant: C(OC([NH:8][CH2:9][CH2:10][CH2:11][CH2:12][CH2:13][C:14]([NH:16][CH:17]([CH2:21][NH:22][C:23]([C:25]1[CH:26]=[C:27]2[C:31](=[CH:32][CH:33]=1)[N:30]([CH2:34][CH2:35][CH2:36][NH:37][C:38]1[NH:39][CH:40]=[CH:41][N:42]=1)[N:29]=[CH:28]2)=[O:24])[C:18]([OH:20])=[O:19])=[O:15])=O)(C)(C)C.FC(F)(F)C(O)=O. Product: [NH2:8][CH2:9][CH2:10][CH2:11][CH2:12][CH2:13][C:14]([NH:16][CH:17]([CH2:21][NH:22][C:23]([C:25]1[CH:26]=[C:27]2[C:31](=[CH:32][CH:33]=1)[N:30]([CH2:34][CH2:35][CH2:36][NH:37][C:38]1[NH:39][CH:40]=[CH:41][N:42]=1)[N:29]=[CH:28]2)=[O:24])[C:18]([OH:20])=[O:19])=[O:15]. The catalyst class is: 2. (2) Reactant: [Cl:1][C:2]1[CH:3]=[C:4]([C:8]2([C:21]#N)[CH2:13][CH2:12][N:11]([C:14]([O:16][C:17]([CH3:20])([CH3:19])[CH3:18])=[O:15])[CH2:10][CH2:9]2)[CH:5]=[CH:6][CH:7]=1.Cl.[OH-:24].[Na+].CC(OC(OC(OC(C)(C)C)=O)=O)(C)C.[OH2:41]. Product: [C:17]([O:16][C:14]([N:11]1[CH2:12][CH2:13][C:8]([C:4]2[CH:5]=[CH:6][CH:7]=[C:2]([Cl:1])[CH:3]=2)([C:21]([OH:41])=[O:24])[CH2:9][CH2:10]1)=[O:15])([CH3:20])([CH3:19])[CH3:18]. The catalyst class is: 12. (3) Reactant: [F:1][C:2]1[CH:3]=[C:4]([OH:11])[CH:5]=[CH:6][C:7]=1[N+:8]([O-:10])=[O:9].C(=O)([O-])[O-].[K+].[K+].Cl[CH:19]([F:21])[F:20]. Product: [F:20][CH:19]([F:21])[O:11][C:4]1[CH:5]=[CH:6][C:7]([N+:8]([O-:10])=[O:9])=[C:2]([F:1])[CH:3]=1. The catalyst class is: 9.